From a dataset of Full USPTO retrosynthesis dataset with 1.9M reactions from patents (1976-2016). Predict the reactants needed to synthesize the given product. (1) Given the product [Cl:20][C:12]1[N:11]([CH3:16])[N:10]=[C:9]([C:6]2[CH:7]=[CH:8][C:3]([O:2][CH3:1])=[C:4]([CH3:17])[CH:5]=2)[C:13]=1[CH3:14], predict the reactants needed to synthesize it. The reactants are: [CH3:1][O:2][C:3]1[CH:8]=[CH:7][C:6]([C:9]2[C:13]([CH3:14])=[C:12](O)[N:11]([CH3:16])[N:10]=2)=[CH:5][C:4]=1[CH3:17].P(Cl)(Cl)([Cl:20])=O. (2) Given the product [F:1][C:2]1[CH:7]=[CH:6][C:5]([NH:8][C:17](=[O:18])[C:16]2[CH:20]=[CH:21][CH:22]=[C:14]([O:13][CH3:12])[CH:15]=2)=[CH:4][C:3]=1[N+:9]([O-:11])=[O:10], predict the reactants needed to synthesize it. The reactants are: [F:1][C:2]1[CH:7]=[CH:6][C:5]([NH2:8])=[CH:4][C:3]=1[N+:9]([O-:11])=[O:10].[CH3:12][O:13][C:14]1[CH:15]=[C:16]([CH:20]=[CH:21][CH:22]=1)[C:17](Cl)=[O:18].S1C=CC=C1C(Cl)=O. (3) The reactants are: [OH:1][CH2:2][CH2:3][N:4](C)[C:5](=O)OC(C)(C)C.C(N(CC)CC)C.[CH3:20][C:21]([CH3:26])([CH3:25])[C:22]([Cl:24])=[O:23]. Given the product [ClH:24].[CH3:20][C:21]([CH3:26])([CH3:25])[C:22]([O:1][CH2:2][CH2:3][NH:4][CH3:5])=[O:23], predict the reactants needed to synthesize it.